Dataset: Reaction yield outcomes from USPTO patents with 853,638 reactions. Task: Predict the reaction yield, written as a fraction of the theoretical maximum amount of product (1.0 means a 100% yield; for example, 0.34 means a 34% yield). (1) The reactants are [N+:1]([C:4]1[CH:12]=[C:8]([C:9]([OH:11])=[O:10])[C:7]([NH2:13])=[CH:6][CH:5]=1)([O-:3])=[O:2].N1C=CC=CC=1.[C:20]([C:24]1[CH:32]=[CH:31][C:27]([C:28](Cl)=O)=[CH:26][CH:25]=1)([CH3:23])([CH3:22])[CH3:21].O1C2C=CC=CC=2CC(=O)N1.C(Cl)(=O)C(Cl)=O. The catalyst is CN(C=O)C.C(Cl)Cl. The product is [N+:1]([C:4]1[CH:5]=[CH:6][C:7]2[N:13]=[C:28]([C:27]3[CH:31]=[CH:32][C:24]([C:20]([CH3:23])([CH3:22])[CH3:21])=[CH:25][CH:26]=3)[O:10][C:9](=[O:11])[C:8]=2[CH:12]=1)([O-:3])=[O:2]. The yield is 0.936. (2) The reactants are [C:1]([CH2:3][C:4]([CH:6]1[CH2:10][CH2:9][N:8]([C:11]([O:13][CH2:14][C:15]2[CH:20]=[CH:19][CH:18]=[CH:17][CH:16]=2)=[O:12])[CH2:7]1)=O)#[N:2].[CH3:21][NH:22][NH2:23]. The catalyst is C(O)C. The product is [NH2:2][C:1]1[N:22]([CH3:21])[N:23]=[C:4]([CH:6]2[CH2:10][CH2:9][N:8]([C:11]([O:13][CH2:14][C:15]3[CH:20]=[CH:19][CH:18]=[CH:17][CH:16]=3)=[O:12])[CH2:7]2)[CH:3]=1. The yield is 0.850. (3) The product is [ClH:32].[CH2:42]([N:34]1[C:6]2[C:7]3[CH:8]=[C:9]([F:27])[CH:10]=[CH:11][C:12]=3[O:13][C:14]3([CH2:15][CH2:16][NH:17][CH2:18][CH2:19]3)[C:5]=2[CH:4]=[N:33]1)[CH3:43]. The catalyst is C(O)C. The reactants are C(O[CH:4](OCC)[CH:5]1[C:14]2([CH2:19][CH2:18][N:17](C(OC(C)(C)C)=O)[CH2:16][CH2:15]2)[O:13][C:12]2[C:7](=[CH:8][C:9]([F:27])=[CH:10][CH:11]=2)[C:6]1=O)C.[ClH:32].[NH2:33][N:34]([CH2:42][CH3:43])C(=O)OC(C)(C)C. The yield is 0.820.